From a dataset of Forward reaction prediction with 1.9M reactions from USPTO patents (1976-2016). Predict the product of the given reaction. (1) Given the reactants [C:1]([C:4]1[CH:5]=[C:6]([C:20]([OH:22])=[O:21])[C:7]([C:10]2[CH:15]=[CH:14][C:13]([C:16]([F:19])([F:18])[F:17])=[CH:12][CH:11]=2)=[CH:8][CH:9]=1)([CH3:3])=[CH2:2], predict the reaction product. The product is: [CH:1]([C:4]1[CH:5]=[C:6]([C:20]([OH:22])=[O:21])[C:7]([C:10]2[CH:15]=[CH:14][C:13]([C:16]([F:17])([F:19])[F:18])=[CH:12][CH:11]=2)=[CH:8][CH:9]=1)([CH3:3])[CH3:2]. (2) Given the reactants [O-]P([O-])([O-])=O.[K+].[K+].[K+].CC(C1C=C(C(C)C)C(C2C=CC=CC=2P(C2CCCCC2)C2CCCCC2)=C(C(C)C)C=1)C.[CH3:43][CH:44]1[CH2:49][CH2:48][CH2:47][CH2:46][N:45]1[C:50]1[CH:55]=[N:54][CH:53]=[C:52](B2OC(C)(C)C(C)(C)O2)[N:51]=1.I[C:66]1[C:74]2[C:69](=[CH:70][CH:71]=[C:72]([C:75]3[O:79][C:78]([NH:80][CH2:81][C:82]4[CH:87]=[CH:86][C:85]([O:88][CH3:89])=[CH:84][CH:83]=4)=[N:77][N:76]=3)[CH:73]=2)[N:68]([S:90]([C:93]2[CH:99]=[CH:98][C:96]([CH3:97])=[CH:95][CH:94]=2)(=[O:92])=[O:91])[CH:67]=1, predict the reaction product. The product is: [CH3:89][O:88][C:85]1[CH:86]=[CH:87][C:82]([CH2:81][NH:80][C:78]2[O:79][C:75]([C:72]3[CH:73]=[C:74]4[C:69](=[CH:70][CH:71]=3)[N:68]([S:90]([C:93]3[CH:94]=[CH:95][C:96]([CH3:97])=[CH:98][CH:99]=3)(=[O:91])=[O:92])[CH:67]=[C:66]4[C:52]3[CH:53]=[N:54][CH:55]=[C:50]([N:45]4[CH2:46][CH2:47][CH2:48][CH2:49][CH:44]4[CH3:43])[N:51]=3)=[N:76][N:77]=2)=[CH:83][CH:84]=1.